This data is from Catalyst prediction with 721,799 reactions and 888 catalyst types from USPTO. The task is: Predict which catalyst facilitates the given reaction. (1) Reactant: [CH3:1][NH:2][CH2:3][C:4]([O:6][C:7]([CH3:10])([CH3:9])[CH3:8])=[O:5].C(=O)([O-])[O-].[K+].[K+].[N:17]#[C:18]Br. Product: [CH3:1][N:2]([CH2:3][C:4]([O:6][C:7]([CH3:10])([CH3:9])[CH3:8])=[O:5])[C:18]#[N:17]. The catalyst class is: 10. (2) Reactant: [F:1][C:2]([F:38])([F:37])[C:3]1[CH:8]=[CH:7][C:6]([N:9]2[C:17](=[O:18])[C:16]3[C:11](=[CH:12][C:13]([C:19]4[C:24]([C:25]([F:28])([F:27])[F:26])=[CH:23][CH:22]=[CH:21][N:20]=4)=[CH:14][CH:15]=3)[N:10]2COCC[Si](C)(C)C)=[CH:5][CH:4]=1.Cl. Product: [F:38][C:2]([F:1])([F:37])[C:3]1[CH:8]=[CH:7][C:6]([N:9]2[C:17](=[O:18])[C:16]3[C:11](=[CH:12][C:13]([C:19]4[C:24]([C:25]([F:26])([F:27])[F:28])=[CH:23][CH:22]=[CH:21][N:20]=4)=[CH:14][CH:15]=3)[NH:10]2)=[CH:5][CH:4]=1. The catalyst class is: 14. (3) Product: [Br:1][C:2]1[CH:12]=[CH:11][C:5]2[O:6][CH2:7][CH2:8][NH:9][C:4]=2[CH:3]=1. The catalyst class is: 54. Reactant: [Br:1][C:2]1[CH:12]=[CH:11][C:5]2[O:6][CH2:7][C:8](=O)[NH:9][C:4]=2[CH:3]=1. (4) Reactant: [Cl:1][C:2]1[CH:7]=[C:6]([Cl:8])[CH:5]=[CH:4][C:3]=1[CH2:9][CH2:10][O:11][C:12]1[CH:13]=[C:14]([CH:18]=[CH:19][CH:20]=1)[C:15]([OH:17])=O.[B-](F)(F)(F)F.CCOC(C(C#N)=NOC(N(C)C)=[N+](C)C)=O.[N:43]1[CH:48]=[CH:47][C:46]([CH2:49][N:50]2[CH2:55][CH2:54][NH:53][CH2:52][CH2:51]2)=[CH:45][CH:44]=1. Product: [Cl:1][C:2]1[CH:7]=[C:6]([Cl:8])[CH:5]=[CH:4][C:3]=1[CH2:9][CH2:10][O:11][C:12]1[CH:13]=[C:14]([C:15]([N:53]2[CH2:54][CH2:55][N:50]([CH2:49][C:46]3[CH:45]=[CH:44][N:43]=[CH:48][CH:47]=3)[CH2:51][CH2:52]2)=[O:17])[CH:18]=[CH:19][CH:20]=1. The catalyst class is: 3. (5) Reactant: [Br:1][C:2]1[C:13]([CH3:14])=[CH:12][C:5]([O:6][CH2:7][CH2:8][C:9](=[O:11])[CH3:10])=[CH:4][C:3]=1[CH3:15].[BH4-].[Na+]. Product: [Br:1][C:2]1[C:13]([CH3:14])=[CH:12][C:5]([O:6][CH2:7][CH2:8][CH:9]([OH:11])[CH3:10])=[CH:4][C:3]=1[CH3:15]. The catalyst class is: 5. (6) Reactant: [CH2:1]([O:8][C:9]1[CH:32]=[CH:31][C:12]([O:13][CH2:14][CH:15]([OH:30])[CH2:16][N:17]2[CH2:22][CH2:21][C:20]([C:24]3[CH:29]=[CH:28][CH:27]=[CH:26][CH:25]=3)([OH:23])[CH2:19][CH2:18]2)=[CH:11][CH:10]=1)C1C=CC=CC=1.C([O:40][C:41]1[CH:51]=[CH:50][C:44](OCC2CO2)=[CH:43][CH:42]=1)C1C=CC=CC=1.OC1(C2C=CC=CC=2)CC[NH:56]CC1.C([O-])([O-])=O.[K+].[K+]. Product: [O:40]1[C:41]2[CH:51]=[CH:50][CH:44]=[CH:43][C:42]=2[N:56]=[C:1]1[O:8][C:9]1[CH:10]=[CH:11][C:12]([O:13][CH2:14][CH:15]([OH:30])[CH2:16][N:17]2[CH2:18][CH2:19][C:20]([C:24]3[CH:25]=[CH:26][CH:27]=[CH:28][CH:29]=3)([OH:23])[CH2:21][CH2:22]2)=[CH:31][CH:32]=1. The catalyst class is: 496.